Dataset: Peptide-MHC class I binding affinity with 185,985 pairs from IEDB/IMGT. Task: Regression. Given a peptide amino acid sequence and an MHC pseudo amino acid sequence, predict their binding affinity value. This is MHC class I binding data. (1) The peptide sequence is AAAWYLWEV. The MHC is HLA-A02:17 with pseudo-sequence HLA-A02:17. The binding affinity (normalized) is 0.329. (2) The peptide sequence is DPHGPVQLSYYD. The MHC is HLA-B51:01 with pseudo-sequence HLA-B51:01. The binding affinity (normalized) is 0. (3) The peptide sequence is SIILANERYR. The MHC is HLA-A11:01 with pseudo-sequence HLA-A11:01. The binding affinity (normalized) is 0.683. (4) The peptide sequence is ANPGRVKDW. The MHC is HLA-B08:01 with pseudo-sequence HLA-B08:01. The binding affinity (normalized) is 0.0847.